From a dataset of Peptide-MHC class II binding affinity with 134,281 pairs from IEDB. Regression. Given a peptide amino acid sequence and an MHC pseudo amino acid sequence, predict their binding affinity value. This is MHC class II binding data. (1) The peptide sequence is AFKWAATAANAAPAN. The MHC is DRB1_0401 with pseudo-sequence DRB1_0401. The binding affinity (normalized) is 0.296. (2) The peptide sequence is GELQAVDKIDAAFKI. The MHC is DRB1_1302 with pseudo-sequence DRB1_1302. The binding affinity (normalized) is 0.600. (3) The peptide sequence is LLMRRMRRPTGKVTL. The MHC is DRB1_1301 with pseudo-sequence DRB1_1301. The binding affinity (normalized) is 1.00. (4) The peptide sequence is VTLRIRNVRFSDEGG. The MHC is HLA-DQA10102-DQB10602 with pseudo-sequence HLA-DQA10102-DQB10602. The binding affinity (normalized) is 0.142. (5) The peptide sequence is DAAFKIAATAANAAP. The MHC is DRB1_1501 with pseudo-sequence DRB1_1501. The binding affinity (normalized) is 0.455. (6) The peptide sequence is FFFLFNILTGKKITAHHHHHH. The MHC is DRB1_0901 with pseudo-sequence DRB1_0901. The binding affinity (normalized) is 0.463.